Dataset: Full USPTO retrosynthesis dataset with 1.9M reactions from patents (1976-2016). Task: Predict the reactants needed to synthesize the given product. (1) Given the product [F:1][C:2]([F:29])([F:28])[C:3]1[CH:4]=[C:5]([CH:21]=[C:22]([C:24]([F:27])([F:26])[F:25])[CH:23]=1)[CH2:6][N:7]1[CH2:14][CH2:13][CH2:12][O:11][C:10]2[N:15]=[CH:16][CH:17]=[C:18]([C:34]3[CH:35]=[CH:36][C:31]([Cl:30])=[CH:32][CH:33]=3)[C:9]=2[C:8]1=[O:20], predict the reactants needed to synthesize it. The reactants are: [F:1][C:2]([F:29])([F:28])[C:3]1[CH:4]=[C:5]([CH:21]=[C:22]([C:24]([F:27])([F:26])[F:25])[CH:23]=1)[CH2:6][N:7]1[CH2:14][CH2:13][CH2:12][O:11][C:10]2[N:15]=[CH:16][CH:17]=[C:18](I)[C:9]=2[C:8]1=[O:20].[Cl:30][C:31]1[CH:36]=[CH:35][C:34](B(O)O)=[CH:33][CH:32]=1. (2) Given the product [Cl:1][C:2]1[C:3](/[CH:17]=[N:29]/[OH:30])=[C:4]2[N:10]([CH:11]([CH2:14][CH3:15])[CH2:12][CH3:13])[C:9]([OH:16])=[N:8][C:5]2=[N:6][CH:7]=1, predict the reactants needed to synthesize it. The reactants are: [Cl:1][C:2]1[C:3]([CH:17]=O)=[C:4]2[N:10]([CH:11]([CH2:14][CH3:15])[CH2:12][CH3:13])[C:9]([OH:16])=[N:8][C:5]2=[N:6][CH:7]=1.CCN(C(C)C)C(C)C.Cl.[NH2:29][OH:30]. (3) Given the product [O:1]=[C:2]1[CH2:11][CH2:10][C:9]2[C:4](=[CH:5][C:6]([CH2:12][C:13]([O:15][OH:17])=[O:14])=[CH:7][CH:8]=2)[NH:3]1, predict the reactants needed to synthesize it. The reactants are: [O:1]=[C:2]1[CH2:11][CH2:10][C:9]2[C:4](=[CH:5][C:6]([CH2:12][C:13]([O:15]C)=[O:14])=[CH:7][CH:8]=2)[NH:3]1.[OH-:17].[Na+]. (4) Given the product [CH:32]([C:34]1[CH:42]=[CH:41][C:37]([C:38]2[O:40][N:12]=[C:11]([C:14]3[CH:15]=[C:16]([CH3:31])[C:17]([O:18][CH2:19][CH:20]([OH:27])[CH2:21][NH:22][C:23](=[O:26])[CH2:24][OH:25])=[C:28]([CH3:30])[CH:29]=3)[N:10]=2)=[CH:36][C:35]=1[CH3:43])=[O:33], predict the reactants needed to synthesize it. The reactants are: C(C1C=C(C2O[N:12]=[C:11]([C:14]3[CH:29]=[C:28]([CH3:30])[C:17]([O:18][CH2:19][CH:20]([OH:27])[CH2:21][NH:22][C:23](=[O:26])[CH2:24][OH:25])=[C:16]([CH3:31])[CH:15]=3)[N:10]=2)C=CC=1)=O.[CH:32]([C:34]1[CH:42]=[CH:41][C:37]([C:38]([OH:40])=O)=[CH:36][C:35]=1[CH3:43])=[O:33].OCC(NCC(O)COC1C(C)=CC(C(=N)NO)=CC=1C)=O. (5) Given the product [CH:1]1([C:7]2([CH3:15])[N:11]([CH3:12])[C:10](=[O:13])[N:9]([CH2:18][C:19](=[O:20])[C:21]3[CH:22]=[N:23][CH:24]=[CH:25][CH:26]=3)[C:8]2=[O:14])[CH2:2][CH2:3][CH2:4][CH2:5][CH2:6]1, predict the reactants needed to synthesize it. The reactants are: [CH:1]1([C:7]2([CH3:15])[N:11]([CH3:12])[C:10](=[O:13])[NH:9][C:8]2=[O:14])[CH2:6][CH2:5][CH2:4][CH2:3][CH2:2]1.Br.Br[CH2:18][C:19]([C:21]1[CH:22]=[N:23][CH:24]=[CH:25][CH:26]=1)=[O:20]. (6) The reactants are: [CH2:1]([N:17]1[C:29]2[C:28]3[CH:27]=[CH:26][CH:25]=[CH:24][C:23]=3[N:22]=[C:21](N)[C:20]=2[N:19]=[CH:18]1)[CH2:2]CCCCCCCCCCCCCC.[CH2:31]([O:43]CCN)[CH2:32][CH2:33][CH2:34][CH2:35][CH2:36][CH2:37][CH2:38][CH2:39][CH2:40][CH2:41][CH3:42].ClC1C([N+]([O-])=O)=C(Cl)C2C(=CC=CC=2)N=1.C(OCC)(OCC)OCC. Given the product [CH2:31]([O:43][CH2:2][CH2:1][N:17]1[C:29]2[C:28]3[CH:27]=[CH:26][CH:25]=[CH:24][C:23]=3[N:22]=[CH:21][C:20]=2[N:19]=[CH:18]1)[CH2:32][CH2:33][CH2:34][CH2:35][CH2:36][CH2:37][CH2:38][CH2:39][CH2:40][CH2:41][CH3:42], predict the reactants needed to synthesize it. (7) Given the product [CH3:20][C:17]1[CH:18]=[CH:19][C:12]([N:10]2[CH2:9][CH2:8][C:4]3[N:5]=[CH:6][N:7]=[C:2]([NH:33][CH2:32][C:23]4[CH:24]=[CH:25][C:26]5[C:31](=[CH:30][CH:29]=[CH:28][CH:27]=5)[N:22]=4)[C:3]=3[CH2:11]2)=[C:13]([CH:16]=1)[C:14]#[N:15], predict the reactants needed to synthesize it. The reactants are: Cl[C:2]1[C:3]2[CH2:11][N:10]([C:12]3[CH:19]=[CH:18][C:17]([CH3:20])=[CH:16][C:13]=3[C:14]#[N:15])[CH2:9][CH2:8][C:4]=2[N:5]=[CH:6][N:7]=1.Cl.[N:22]1[C:31]2[C:26](=[CH:27][CH:28]=[CH:29][CH:30]=2)[CH:25]=[CH:24][C:23]=1[CH2:32][NH2:33].C(N(CC)C(C)C)(C)C. (8) Given the product [CH3:1][O:2][C:3]1[CH:4]=[C:5]2[C:10](=[CH:11][C:12]=1[O:13][CH3:14])[N:9]=[CH:8][N:7]=[C:6]2[O:15][C:16]1[C:22]([CH3:23])=[CH:21][C:19]([NH:20][C:29](=[O:35])[O:28][CH:26]2[CH2:41][CH2:42][CH2:37][CH2:38][CH2:39]2)=[C:18]([CH3:24])[CH:17]=1, predict the reactants needed to synthesize it. The reactants are: [CH3:1][O:2][C:3]1[CH:4]=[C:5]2[C:10](=[CH:11][C:12]=1[O:13][CH3:14])[N:9]=[CH:8][N:7]=[C:6]2[O:15][C:16]1[C:22]([CH3:23])=[CH:21][C:19]([NH2:20])=[C:18]([CH3:24])[CH:17]=1.Cl[C:26](Cl)([O:28][C:29](=[O:35])OC(Cl)(Cl)Cl)Cl.[CH:37]1(O)[CH2:42][CH2:41]C[CH2:39][CH2:38]1.C(=O)(O)[O-].[Na+].